This data is from Catalyst prediction with 721,799 reactions and 888 catalyst types from USPTO. The task is: Predict which catalyst facilitates the given reaction. (1) Reactant: [Cl:1][C:2]1[CH:3]=[C:4]([N:9]2[CH2:14][CH2:13][NH:12][CH2:11][CH2:10]2)[CH:5]=[CH:6][C:7]=1[Cl:8].N1C(C)=CC=CC=1C.[I-].[K+].Br[CH2:26][CH2:27][CH:28]=[C:29]1[C:35]2[CH:36]=[CH:37][CH:38]=[N:39][C:34]=2[CH2:33][O:32][C:31]2[CH:40]=[CH:41][C:42]([C:44]([OH:47])([CH3:46])[CH3:45])=[CH:43][C:30]1=2. Product: [Cl:1][C:2]1[CH:3]=[C:4]([N:9]2[CH2:14][CH2:13][N:12]([CH2:26][CH2:27][CH:28]=[C:29]3[C:35]4[CH:36]=[CH:37][CH:38]=[N:39][C:34]=4[CH2:33][O:32][C:31]4[CH:40]=[CH:41][C:42]([C:44]([OH:47])([CH3:46])[CH3:45])=[CH:43][C:30]3=4)[CH2:11][CH2:10]2)[CH:5]=[CH:6][C:7]=1[Cl:8]. The catalyst class is: 32. (2) Reactant: [Cl:1][C:2]1[CH:7]=[CH:6][C:5]([NH:8][C:9]2[O:13][C:12]([C:14]3[CH:19]=[CH:18][C:17]([OH:20])=[CH:16][CH:15]=3)=[N:11][N:10]=2)=[CH:4][C:3]=1[C:21]([F:24])([F:23])[F:22].C[Si]([N-][Si](C)(C)C)(C)C.[K+].[C:35]([O-:38])([O-])=[O:36].[K+].[K+].Cl.Cl[C:43]1[CH:48]=[CH:47][N:46]=[CH:45][CH:44]=1. Product: [F:22][C:21]([F:24])([F:23])[C:35]([OH:38])=[O:36].[Cl:1][C:2]1[CH:7]=[CH:6][C:5]([NH:8][C:9]2[O:13][C:12]([C:14]3[CH:15]=[CH:16][C:17]([O:20][C:43]4[CH:48]=[CH:47][N:46]=[CH:45][CH:44]=4)=[CH:18][CH:19]=3)=[N:11][N:10]=2)=[CH:4][C:3]=1[C:21]([F:22])([F:23])[F:24]. The catalyst class is: 121. (3) Reactant: Cl[C:2]1[C:11]2[C:6](=[CH:7][CH:8]=[CH:9][C:10]=2[Cl:12])[CH:5]=[C:4]([C@@H:13]([NH:15]C(=O)OCC2C3C=CC=CC=3C3C2=CC=CC=3)[CH3:14])[N:3]=1.[CH3:33][N:34]1[CH2:39][CH2:38][NH:37][CH2:36][CH2:35]1. Product: [Cl:12][C:10]1[CH:9]=[CH:8][CH:7]=[C:6]2[C:11]=1[C:2]([N:37]1[CH2:38][CH2:39][N:34]([CH3:33])[CH2:35][CH2:36]1)=[N:3][C:4]([C@@H:13]([NH2:15])[CH3:14])=[CH:5]2. The catalyst class is: 12.